Predict the product of the given reaction. From a dataset of Forward reaction prediction with 1.9M reactions from USPTO patents (1976-2016). (1) Given the reactants [F:1][C:2]1[CH:3]=[C:4]([C:11]2[O:12][CH:13]=[CH:14][N:15]=2)[CH:5]=[CH:6][C:7]=1[N+:8]([O-])=O, predict the reaction product. The product is: [F:1][C:2]1[CH:3]=[C:4]([C:11]2[O:12][CH:13]=[CH:14][N:15]=2)[CH:5]=[CH:6][C:7]=1[NH2:8]. (2) Given the reactants [I:1][C:2]1[CH:7]=[CH:6][C:5]([NH:8][C:9]2[C:23]([F:24])=[C:22]([F:25])[C:21]([F:26])=[CH:20][C:10]=2[C:11]([NH:13][O:14][CH2:15][CH2:16][O:17]C=C)=[O:12])=[C:4]([CH3:27])[CH:3]=1.Cl.O, predict the reaction product. The product is: [OH:17][CH2:16][CH2:15][O:14][NH:13][C:11](=[O:12])[C:10]1[CH:20]=[C:21]([F:26])[C:22]([F:25])=[C:23]([F:24])[C:9]=1[NH:8][C:5]1[CH:6]=[CH:7][C:2]([I:1])=[CH:3][C:4]=1[CH3:27].